From a dataset of NCI-60 drug combinations with 297,098 pairs across 59 cell lines. Regression. Given two drug SMILES strings and cell line genomic features, predict the synergy score measuring deviation from expected non-interaction effect. (1) Drug 1: CN(C)C1=NC(=NC(=N1)N(C)C)N(C)C. Drug 2: CC1=C2C(C(=O)C3(C(CC4C(C3C(C(C2(C)C)(CC1OC(=O)C(C(C5=CC=CC=C5)NC(=O)OC(C)(C)C)O)O)OC(=O)C6=CC=CC=C6)(CO4)OC(=O)C)O)C)O. Cell line: MDA-MB-231. Synergy scores: CSS=26.2, Synergy_ZIP=-7.73, Synergy_Bliss=-4.03, Synergy_Loewe=-89.2, Synergy_HSA=-7.04. (2) Drug 1: C1=C(C(=O)NC(=O)N1)F. Drug 2: C1CC(C1)(C2=CC=C(C=C2)C3=C(C=C4C(=N3)C=CN5C4=NNC5=O)C6=CC=CC=C6)N. Cell line: UACC62. Synergy scores: CSS=33.9, Synergy_ZIP=-7.76, Synergy_Bliss=-3.50, Synergy_Loewe=3.25, Synergy_HSA=5.34. (3) Drug 1: C1=CN(C(=O)N=C1N)C2C(C(C(O2)CO)O)O.Cl. Drug 2: CS(=O)(=O)CCNCC1=CC=C(O1)C2=CC3=C(C=C2)N=CN=C3NC4=CC(=C(C=C4)OCC5=CC(=CC=C5)F)Cl. Cell line: CAKI-1. Synergy scores: CSS=31.3, Synergy_ZIP=3.06, Synergy_Bliss=2.15, Synergy_Loewe=-6.85, Synergy_HSA=3.15. (4) Drug 1: CN1CCC(CC1)COC2=C(C=C3C(=C2)N=CN=C3NC4=C(C=C(C=C4)Br)F)OC. Drug 2: CC1CCCC2(C(O2)CC(NC(=O)CC(C(C(=O)C(C1O)C)(C)C)O)C(=CC3=CSC(=N3)C)C)C. Cell line: HT29. Synergy scores: CSS=9.37, Synergy_ZIP=1.44, Synergy_Bliss=9.14, Synergy_Loewe=2.56, Synergy_HSA=7.40. (5) Drug 1: C1=CC(=C2C(=C1NCCNCCO)C(=O)C3=C(C=CC(=C3C2=O)O)O)NCCNCCO. Drug 2: C1=C(C(=O)NC(=O)N1)F. Cell line: SR. Synergy scores: CSS=93.4, Synergy_ZIP=1.09, Synergy_Bliss=0.901, Synergy_Loewe=1.78, Synergy_HSA=3.43. (6) Drug 1: C1=CC(=CC=C1CCCC(=O)O)N(CCCl)CCCl. Drug 2: CC1=C(N=C(N=C1N)C(CC(=O)N)NCC(C(=O)N)N)C(=O)NC(C(C2=CN=CN2)OC3C(C(C(C(O3)CO)O)O)OC4C(C(C(C(O4)CO)O)OC(=O)N)O)C(=O)NC(C)C(C(C)C(=O)NC(C(C)O)C(=O)NCCC5=NC(=CS5)C6=NC(=CS6)C(=O)NCCC[S+](C)C)O. Cell line: HL-60(TB). Synergy scores: CSS=42.5, Synergy_ZIP=1.86, Synergy_Bliss=4.00, Synergy_Loewe=0.776, Synergy_HSA=1.30. (7) Drug 1: CCC1=CC2CC(C3=C(CN(C2)C1)C4=CC=CC=C4N3)(C5=C(C=C6C(=C5)C78CCN9C7C(C=CC9)(C(C(C8N6C)(C(=O)OC)O)OC(=O)C)CC)OC)C(=O)OC.C(C(C(=O)O)O)(C(=O)O)O. Drug 2: CN(CCCl)CCCl.Cl. Cell line: UO-31. Synergy scores: CSS=6.66, Synergy_ZIP=-3.02, Synergy_Bliss=-0.0870, Synergy_Loewe=1.34, Synergy_HSA=1.44. (8) Drug 1: C#CCC(CC1=CN=C2C(=N1)C(=NC(=N2)N)N)C3=CC=C(C=C3)C(=O)NC(CCC(=O)O)C(=O)O. Drug 2: CN(CCCl)CCCl.Cl. Cell line: RXF 393. Synergy scores: CSS=18.2, Synergy_ZIP=-5.98, Synergy_Bliss=-1.04, Synergy_Loewe=-2.08, Synergy_HSA=-1.89. (9) Drug 1: CC1C(C(CC(O1)OC2CC(CC3=C2C(=C4C(=C3O)C(=O)C5=C(C4=O)C(=CC=C5)OC)O)(C(=O)C)O)N)O.Cl. Drug 2: C1=NC(=NC(=O)N1C2C(C(C(O2)CO)O)O)N. Cell line: HOP-62. Synergy scores: CSS=25.0, Synergy_ZIP=-4.69, Synergy_Bliss=1.53, Synergy_Loewe=-5.79, Synergy_HSA=-1.39. (10) Drug 1: CC12CCC(CC1=CCC3C2CCC4(C3CC=C4C5=CN=CC=C5)C)O. Drug 2: CN(C)N=NC1=C(NC=N1)C(=O)N. Cell line: SK-OV-3. Synergy scores: CSS=10.1, Synergy_ZIP=-1.10, Synergy_Bliss=0.0201, Synergy_Loewe=-0.830, Synergy_HSA=-0.434.